Dataset: Reaction yield outcomes from USPTO patents with 853,638 reactions. Task: Predict the reaction yield, written as a fraction of the theoretical maximum amount of product (1.0 means a 100% yield; for example, 0.34 means a 34% yield). (1) The reactants are C[O:2][C:3](=O)[C:4]1[CH:9]=[CH:8][C:7]([C:10]([CH2:19][CH3:20])([C:13]2[S:14][CH:15]=[C:16]([CH3:18])[CH:17]=2)[CH2:11][CH3:12])=[CH:6][C:5]=1[CH3:21]. The catalyst is C1COCC1. The product is [CH2:11]([C:10]([C:7]1[CH:8]=[CH:9][C:4]([CH2:3][OH:2])=[C:5]([CH3:21])[CH:6]=1)([C:13]1[S:14][CH:15]=[C:16]([CH3:18])[CH:17]=1)[CH2:19][CH3:20])[CH3:12]. The yield is 0.980. (2) The reactants are [F:1][C:2]1[CH:7]=[CH:6][C:5]([F:8])=[CH:4][C:3]=1[OH:9].[H-].[Na+].Br[C:13]1[O:17][C:16]([CH:18]=[O:19])=[CH:15][CH:14]=1.O. The catalyst is CN(C)C=O. The product is [F:1][C:2]1[CH:7]=[CH:6][C:5]([F:8])=[CH:4][C:3]=1[O:9][C:13]1[O:17][C:16]([CH:18]=[O:19])=[CH:15][CH:14]=1. The yield is 0.229. (3) The reactants are [CH3:1][C:2]1[N:3]=[C:4]([C:7]#[N:8])[S:5][CH:6]=1.[C:9](OC)(=[O:17])[C:10]1[C:11](=[CH:13][CH:14]=[CH:15][CH:16]=1)[SH:12].C(N(CC)CC)C. The catalyst is C1(C)C=CC=CC=1. The product is [CH3:1][C:2]1[N:3]=[C:4]([C:7]2[S:12][C:11]3[CH:13]=[CH:14][CH:15]=[CH:16][C:10]=3[C:9](=[O:17])[N:8]=2)[S:5][CH:6]=1. The yield is 0.490. (4) The reactants are [C:1]([C:3]1[CH:4]=[C:5]2[C:10](=[CH:11][CH:12]=1)[S:9][C:8]([CH3:14])([CH3:13])[CH2:7][C:6]2=[O:15])#[CH:2].I[C:17]1[CH:27]=[CH:26][C:20]([C:21]([O:23][CH2:24][CH3:25])=[O:22])=[CH:19][CH:18]=1. The catalyst is CCN(CC)CC.Cl[Pd](Cl)([P](C1C=CC=CC=1)(C1C=CC=CC=1)C1C=CC=CC=1)[P](C1C=CC=CC=1)(C1C=CC=CC=1)C1C=CC=CC=1.[Cu]I. The product is [CH3:14][C:8]1([CH3:13])[CH2:7][C:6](=[O:15])[C:5]2[C:10](=[CH:11][CH:12]=[C:3]([C:1]#[C:2][C:17]3[CH:27]=[CH:26][C:20]([C:21]([O:23][CH2:24][CH3:25])=[O:22])=[CH:19][CH:18]=3)[CH:4]=2)[S:9]1. The yield is 0.720.